Regression/Classification. Given a drug SMILES string, predict its absorption, distribution, metabolism, or excretion properties. Task type varies by dataset: regression for continuous measurements (e.g., permeability, clearance, half-life) or binary classification for categorical outcomes (e.g., BBB penetration, CYP inhibition). Dataset: b3db_classification. From a dataset of Blood-brain barrier permeability classification from the B3DB database. (1) The drug is C1=CCC2=C3C(=NC2=C1)CCNC3Cc1ccccc1. The result is 1 (penetrates BBB). (2) The compound is O=C(Cc1cccs1)N[C@@H]1C(=O)N2C(C(=O)O)=C(C[n+]3ccccc3)CS[C@H]12. The result is 0 (does not penetrate BBB).